Dataset: Reaction yield outcomes from USPTO patents with 853,638 reactions. Task: Predict the reaction yield, written as a fraction of the theoretical maximum amount of product (1.0 means a 100% yield; for example, 0.34 means a 34% yield). (1) The reactants are Cl[S:2]([C:5]1[CH:6]=[C:7]2[C:11](=[CH:12][CH:13]=1)[NH:10][C:9](=[O:14])[CH2:8]2)(=[O:4])=[O:3].[CH:15]([NH2:18])([CH3:17])[CH3:16].N1C=CC=CC=1. The catalyst is ClCCl. The product is [CH:15]([NH:18][S:2]([C:5]1[CH:6]=[C:7]2[C:11](=[CH:12][CH:13]=1)[NH:10][C:9](=[O:14])[CH2:8]2)(=[O:4])=[O:3])([CH3:17])[CH3:16]. The yield is 0.450. (2) The reactants are Br[C:2]1[N:7]=[C:6]([C:8]([F:11])([F:10])[F:9])[C:5]([N+:12]([O-:14])=[O:13])=[CH:4][CH:3]=1.Cl.[CH:16]12[NH:22][CH:19]([CH2:20][CH2:21]1)[CH2:18][CH2:17]2.C(N(CC)CC)C. The catalyst is C(#N)C. The product is [N+:12]([C:5]1[CH:4]=[CH:3][C:2]([N:22]2[CH:16]3[CH2:21][CH2:20][CH:19]2[CH2:18][CH2:17]3)=[N:7][C:6]=1[C:8]([F:11])([F:10])[F:9])([O-:14])=[O:13]. The yield is 0.940. (3) The reactants are [N:1]1[CH:6]=[CH:5][CH:4]=[N:3][C:2]=1[O:7][C@H:8]1[CH2:13][CH2:12][C@H:11]([C:14]([OH:16])=O)[CH2:10][CH2:9]1.C(N(CC)CC)C.ClC(OCC)=O.O.[NH2:31][NH2:32]. The catalyst is C1COCC1.CO. The product is [N:1]1[CH:6]=[CH:5][CH:4]=[N:3][C:2]=1[O:7][C@H:8]1[CH2:13][CH2:12][C@H:11]([C:14]([NH:31][NH2:32])=[O:16])[CH2:10][CH2:9]1. The yield is 0.650. (4) The reactants are N1([CH2:6][CH2:7][N:8]2[CH:12]=[C:11]([NH:13][C:14]3[N:19]=[C:18]([NH:20][C:21]4[CH:26]=[CH:25][C:24]([O:27][CH2:28][CH3:29])=[CH:23][CH:22]=4)[C:17]([N+:30]([O-:32])=[O:31])=[CH:16][N:15]=3)[CH:10]=[N:9]2)C=CC=N1.NC1C=NN(CC[CH2:41][CH:42]2[CH2:47][CH2:46][N:45]([C:48]([O:50][C:51]([CH3:54])([CH3:53])[CH3:52])=[O:49])[CH2:44][CH2:43]2)C=1.CCN(C(C)C)C(C)C. The catalyst is O1CCOCC1. The product is [CH2:28]([O:27][C:24]1[CH:25]=[CH:26][C:21]([NH:20][C:18]2[C:17]([N+:30]([O-:32])=[O:31])=[CH:16][N:15]=[C:14]([NH:13][C:11]3[CH:10]=[N:9][N:8]([CH2:7][CH2:6][CH2:41][CH:42]4[CH2:47][CH2:46][N:45]([C:48]([O:50][C:51]([CH3:52])([CH3:54])[CH3:53])=[O:49])[CH2:44][CH2:43]4)[CH:12]=3)[N:19]=2)=[CH:22][CH:23]=1)[CH3:29]. The yield is 0.470.